From a dataset of Reaction yield outcomes from USPTO patents with 853,638 reactions. Predict the reaction yield, written as a fraction of the theoretical maximum amount of product (1.0 means a 100% yield; for example, 0.34 means a 34% yield). (1) The yield is 0.930. The catalyst is O.ClCCl. The product is [CH:3]([C:12]1[NH:11][C:19]2[CH2:18][CH2:17][CH2:16][CH2:15][C:14]=2[C:13]=1[CH2:20][CH2:21][C:22]([OH:24])=[O:23])=[O:4]. The reactants are CN(C)[CH:3]=[O:4].P(Cl)(Cl)(Cl)=O.[NH:11]1[C:19]2[CH2:18][CH2:17][CH2:16][CH2:15][C:14]=2[C:13]([CH2:20][CH2:21][C:22]([OH:24])=[O:23])=[CH:12]1.[OH-].[Na+]. (2) The yield is 0.750. The catalyst is CN(C=O)C.CCOC(C)=O.C1C=CC(/C=C/C(/C=C/C2C=CC=CC=2)=O)=CC=1.C1C=CC(/C=C/C(/C=C/C2C=CC=CC=2)=O)=CC=1.C1C=CC(/C=C/C(/C=C/C2C=CC=CC=2)=O)=CC=1.[Pd].[Pd]. The product is [CH3:1][O:2][CH2:3][CH:4]([NH:6][C:7]([C:9]1[CH:10]=[C:11]([C:16]2[CH:21]=[CH:20][C:19]([CH3:22])=[CH:18][CH:17]=2)[CH:12]=[C:13]([C:34](=[O:36])[CH3:35])[CH:14]=1)=[O:8])[CH3:5]. The reactants are [CH3:1][O:2][CH2:3][CH:4]([NH:6][C:7]([C:9]1[CH:10]=[C:11]([C:16]2[CH:21]=[CH:20][C:19]([CH3:22])=[CH:18][CH:17]=2)[CH:12]=[C:13](I)[CH:14]=1)=[O:8])[CH3:5].[Li+].[Cl-].CCN(C(C)C)C(C)C.[C:34](OC(=O)C)(=[O:36])[CH3:35]. (3) The reactants are Cl.[CH3:2][O:3][C:4](=[O:11])[CH2:5][CH2:6][CH2:7][CH2:8][CH2:9][NH2:10].C(N(CC)CC)C.C(Cl)Cl.[C:22]1([S:28]([N:31]=[C:32]=[O:33])(=[O:30])=[O:29])[CH:27]=[CH:26][CH:25]=[CH:24][CH:23]=1. The catalyst is CN(C1C=CN=CC=1)C.O. The product is [CH3:2][O:3][C:4](=[O:11])[CH2:5][CH2:6][CH2:7][CH2:8][CH2:9][NH:10][C:32]([NH:31][S:28]([C:22]1[CH:23]=[CH:24][CH:25]=[CH:26][CH:27]=1)(=[O:30])=[O:29])=[O:33]. The yield is 0.580. (4) The reactants are Cl.[NH:2]1[CH2:5][CH:4]([CH2:6][C:7]2[N:15]3[C:10]([C:11]([NH2:16])=[N:12][CH:13]=[N:14]3)=[C:9]([C:17]3[CH:18]=[CH:19][C:20]4[C:24]([CH:25]=3)=[N:23][N:22]([CH2:26][C:27]3[CH:32]=[CH:31][CH:30]=[CH:29][CH:28]=3)[CH:21]=4)[CH:8]=2)[CH2:3]1.[CH3:33][S:34](Cl)(=[O:36])=[O:35].C(N(CC)C(C)C)(C)C. The catalyst is CN(C=O)C. The product is [CH2:26]([N:22]1[CH:21]=[C:20]2[C:24]([CH:25]=[C:17]([C:9]3[CH:8]=[C:7]([CH2:6][CH:4]4[CH2:5][N:2]([S:34]([CH3:33])(=[O:36])=[O:35])[CH2:3]4)[N:15]4[C:10]=3[C:11]([NH2:16])=[N:12][CH:13]=[N:14]4)[CH:18]=[CH:19]2)=[N:23]1)[C:27]1[CH:32]=[CH:31][CH:30]=[CH:29][CH:28]=1. The yield is 0.170. (5) The reactants are [CH2:1]([CH:8]([C:11]#[N:12])[C:9]#[N:10])[C:2]1[CH:7]=[CH:6][CH:5]=[CH:4][CH:3]=1.[H-].[Na+].[Cl:15][CH:16]=[CH:17][CH2:18]Cl. The catalyst is CN(C)C=O. The product is [CH2:1]([C:8]([CH2:18]/[CH:17]=[CH:16]/[Cl:15])([C:9]#[N:10])[C:11]#[N:12])[C:2]1[CH:7]=[CH:6][CH:5]=[CH:4][CH:3]=1. The yield is 0.360. (6) The reactants are Br[C:2]([F:17])([F:16])[CH2:3][CH:4]1[CH2:8][N:7]([CH2:9][N:10]2[CH:14]=[CH:13][N:12]=[CH:11]2)[C:6](=[O:15])[CH2:5]1.N12CCCC=C1CCCCN2. The catalyst is C(Cl)(Cl)Cl. The product is [F:17][C:2]([F:16])=[CH:3][CH:4]1[CH2:8][N:7]([CH2:9][N:10]2[CH:14]=[CH:13][N:12]=[CH:11]2)[C:6](=[O:15])[CH2:5]1. The yield is 0.800. (7) The reactants are [F:1][C:2]1[CH:7]=[CH:6][C:5](Br)=[CH:4][CH:3]=1.[CH3:9][O:10][C:11]1[CH:16]=[CH:15][C:14](B(O)O)=[CH:13][CH:12]=1. No catalyst specified. The product is [F:1][C:2]1[CH:7]=[CH:6][C:5]([C:14]2[CH:15]=[CH:16][C:11]([O:10][CH3:9])=[CH:12][CH:13]=2)=[CH:4][CH:3]=1. The yield is 0.890.